This data is from Catalyst prediction with 721,799 reactions and 888 catalyst types from USPTO. The task is: Predict which catalyst facilitates the given reaction. (1) Reactant: I[C:2]1[CH:3]=[C:4]([CH:9]=[C:10](I)[CH:11]=1)[C:5]([O:7][CH3:8])=[O:6].[CH:13]1[C:25]2[NH:24][C:23]3[C:18](=[CH:19][CH:20]=[CH:21][CH:22]=3)[C:17]=2[CH:16]=[CH:15][CH:14]=1.C1O[CH2:42][CH2:41]OCCOCCOCCOCCOC1.C(=O)([O-])[O-].[K+].[K+]. Product: [CH:22]1[C:23]2[N:24]([C:2]3[CH:3]=[C:4]([CH:9]=[C:10]([N:24]4[C:42]5[CH:41]=[CH:14][CH:15]=[CH:16][C:17]=5[C:18]5[C:23]4=[CH:22][CH:21]=[CH:20][CH:19]=5)[CH:11]=3)[C:5]([O:7][CH3:8])=[O:6])[C:25]3[C:17](=[CH:16][CH:15]=[CH:14][CH:13]=3)[C:18]=2[CH:19]=[CH:20][CH:21]=1. The catalyst class is: 262. (2) Reactant: [NH2:1][C:2]1[CH:3]=[C:4]([CH:20]=[CH:21][C:22]=1[CH2:23][O:24][CH3:25])[C:5]([NH:7][C:8]1[CH:13]=[CH:12][C:11]([C:14]2[CH:19]=[CH:18][CH:17]=[CH:16][CH:15]=2)=[CH:10][CH:9]=1)=[O:6].[ClH:26].[CH3:27][N:28]1[CH2:33][CH2:32][N:31]([C:34]2([C:37](O)=[O:38])[CH2:36][CH2:35]2)[CH2:30][CH2:29]1.F[P-](F)(F)(F)(F)F.N1(O[P+](N2CCCC2)(N2CCCC2)N2CCCC2)C2C=CC=CC=2N=N1.C(N(C(C)C)CC)(C)C. Product: [ClH:26].[C:11]1([C:14]2[CH:19]=[CH:18][CH:17]=[CH:16][CH:15]=2)[CH:10]=[CH:9][C:8]([NH:7][C:5](=[O:6])[C:4]2[CH:20]=[CH:21][C:22]([CH2:23][O:24][CH3:25])=[C:2]([NH:1][C:37]([C:34]3([N:31]4[CH2:30][CH2:29][N:28]([CH3:27])[CH2:33][CH2:32]4)[CH2:36][CH2:35]3)=[O:38])[CH:3]=2)=[CH:13][CH:12]=1. The catalyst class is: 3. (3) Reactant: Cl[CH2:2][C:3]1[CH:8]=[CH:7][C:6]([C:9]([NH:11][C:12]2[CH:13]=[N:14][CH:15]=[CH:16][CH:17]=2)=[O:10])=[CH:5][CH:4]=1.[F:18][C:19]([F:26])([F:25])[C:20]1[CH:24]=[CH:23][NH:22][N:21]=1.[C:27](=O)([O-])[O-].[K+].[K+].O.CC(OC)(C)C. Product: [CH3:27][N:11]([C:12]1[CH:13]=[N:14][CH:15]=[CH:16][CH:17]=1)[C:9]([C:6]1[CH:7]=[CH:8][C:3]([CH2:2][N:22]2[CH:23]=[CH:24][C:20]([C:19]([F:26])([F:25])[F:18])=[N:21]2)=[CH:4][CH:5]=1)=[O:10]. The catalyst class is: 3. (4) The catalyst class is: 16. Reactant: F[C:2]1[N:7]2[CH:8]=[C:9]([CH2:11][N:12]3[C@H:25]4[C@H:16]([CH2:17][CH2:18][C:19]5[C:24]4=[N:23][CH:22]=[CH:21][CH:20]=5)[CH2:15][CH2:14][CH2:13]3)[N:10]=[C:6]2[CH:5]=[CH:4][CH:3]=1.[CH2:26]([N:28]1[CH2:33][CH2:32][NH:31][CH2:30][CH2:29]1)[CH3:27]. Product: [CH2:26]([N:28]1[CH2:33][CH2:32][N:31]([C:2]2[N:7]3[CH:8]=[C:9]([CH2:11][N:12]4[C@H:25]5[C@H:16]([CH2:17][CH2:18][C:19]6[C:24]5=[N:23][CH:22]=[CH:21][CH:20]=6)[CH2:15][CH2:14][CH2:13]4)[N:10]=[C:6]3[CH:5]=[CH:4][CH:3]=2)[CH2:30][CH2:29]1)[CH3:27]. (5) Reactant: [Cl:1][C:2]1[CH:20]=[CH:19][C:5]2[NH:6][C:7]3[N:8]=[CH:9][CH:10]=[CH:11][C:12]=3[C:13]([C:17]#N)([CH:14]([F:16])[F:15])[C:4]=2[CH:3]=1.CC(C[AlH]CC(C)C)C.CC[O:32]C(C)=O.CCCCCC. Product: [Cl:1][C:2]1[CH:20]=[CH:19][C:5]2[NH:6][C:7]3[N:8]=[CH:9][CH:10]=[CH:11][C:12]=3[C:13]([CH:14]([F:16])[F:15])([CH:17]=[O:32])[C:4]=2[CH:3]=1. The catalyst class is: 2. (6) Reactant: [Br:1][C:2]1[N:7]=[C:6]([C:8]([OH:10])=O)[CH:5]=[CH:4][CH:3]=1.Cl.O.[NH:13]1[CH2:18][CH2:17][C:16](=[O:19])[CH2:15][CH2:14]1.C(N(CC)C(C)C)(C)C.CN(C(ON1N=NC2C=CC=CC1=2)=[N+](C)C)C.F[P-](F)(F)(F)(F)F. Product: [Br:1][C:2]1[N:7]=[C:6]([C:8]([N:13]2[CH2:18][CH2:17][C:16](=[O:19])[CH2:15][CH2:14]2)=[O:10])[CH:5]=[CH:4][CH:3]=1. The catalyst class is: 382.